From a dataset of Reaction yield outcomes from USPTO patents with 853,638 reactions. Predict the reaction yield, written as a fraction of the theoretical maximum amount of product (1.0 means a 100% yield; for example, 0.34 means a 34% yield). (1) The reactants are [F:1][C:2]1[CH:3]=[CH:4][C:5]2[N:6]([CH:8]=[C:9]([C:11]([NH:13][C@H:14]3[CH2:19][CH2:18][C@@H:17]([N:20]4[C:25](=[O:26])[C:24]5[CH:27]=[C:28]([F:31])[CH:29]=[N:30][C:23]=5[N:22]([C:32]5[CH:33]=[C:34]([C:38]6[CH:43]=[CH:42][C:41]([CH:44]=O)=[CH:40][CH:39]=6)[CH:35]=[CH:36][CH:37]=5)[C:21]4=[O:46])[CH2:16][CH2:15]3)=[O:12])[N:10]=2)[CH:7]=1.[OH:47][C@@H:48]1[CH2:52][CH2:51][NH:50][CH2:49]1.C(O[BH-](OC(=O)C)OC(=O)C)(=O)C.[Na+]. The catalyst is ClCCCl.ClCCl. The product is [F:1][C:2]1[CH:3]=[CH:4][C:5]2[N:6]([CH:8]=[C:9]([C:11]([NH:13][C@H:14]3[CH2:15][CH2:16][C@@H:17]([N:20]4[C:25](=[O:26])[C:24]5[CH:27]=[C:28]([F:31])[CH:29]=[N:30][C:23]=5[N:22]([C:32]5[CH:33]=[C:34]([C:38]6[CH:39]=[CH:40][C:41]([CH2:44][N:50]7[CH2:51][CH2:52][C@@H:48]([OH:47])[CH2:49]7)=[CH:42][CH:43]=6)[CH:35]=[CH:36][CH:37]=5)[C:21]4=[O:46])[CH2:18][CH2:19]3)=[O:12])[N:10]=2)[CH:7]=1. The yield is 0.410. (2) The reactants are [Cl:1][C:2]1[C:6]([NH2:7])=[CH:5][N:4]([C:8]2[CH:9]=[N:10][CH:11]=[CH:12][CH:13]=2)[N:3]=1.[C:14](OCC)(=[O:16])[CH3:15].C(=O)(O)[O-].[Na+].C(OC(=O)C)(=O)C. The catalyst is O. The product is [Cl:1][C:2]1[C:6]([NH:7][C:14](=[O:16])[CH3:15])=[CH:5][N:4]([C:8]2[CH:9]=[N:10][CH:11]=[CH:12][CH:13]=2)[N:3]=1. The yield is 0.660. (3) The reactants are Br[C:2]1[CH:3]=[C:4]([O:27][C:28]2[CH:33]=[CH:32][CH:31]=[CH:30][CH:29]=2)[C:5]([NH:8][C:9]2[S:10][CH:11]=[C:12]([CH:14]3[CH2:19][CH2:18][N:17]([C:20]([O:22][C:23]([CH3:26])([CH3:25])[CH3:24])=[O:21])[CH2:16][CH2:15]3)[N:13]=2)=[N:6][CH:7]=1.C(N(C(C)C)C(C)C)C.[SH:43][CH2:44][CH2:45][C:46]([O:48][CH3:49])=[O:47]. The catalyst is C1C=CC(/C=C/C(/C=C/C2C=CC=CC=2)=O)=CC=1.C1C=CC(/C=C/C(/C=C/C2C=CC=CC=2)=O)=CC=1.C1C=CC(/C=C/C(/C=C/C2C=CC=CC=2)=O)=CC=1.[Pd].[Pd].CC1(C)C2C(=C(P(C3C=CC=CC=3)C3C=CC=CC=3)C=CC=2)OC2C(P(C3C=CC=CC=3)C3C=CC=CC=3)=CC=CC1=2.O1CCOCC1. The product is [CH3:49][O:48][C:46](=[O:47])[CH2:45][CH2:44][S:43][C:2]1[CH:3]=[C:4]([O:27][C:28]2[CH:33]=[CH:32][CH:31]=[CH:30][CH:29]=2)[C:5]([NH:8][C:9]2[S:10][CH:11]=[C:12]([CH:14]3[CH2:19][CH2:18][N:17]([C:20]([O:22][C:23]([CH3:26])([CH3:25])[CH3:24])=[O:21])[CH2:16][CH2:15]3)[N:13]=2)=[N:6][CH:7]=1. The yield is 0.815. (4) The reactants are [N:1]1[CH:6]=[CH:5][CH:4]=[C:3]([CH:7]=O)[CH:2]=1.[CH3:9][C@H:10]1[CH2:15][NH:14][C@H:13]([CH3:16])[CH2:12][N:11]1[C:17]1[CH:18]=[CH:19][C:20]2[N:21]([C:23]([C:26]([F:29])([F:28])[F:27])=[N:24][N:25]=2)[N:22]=1. No catalyst specified. The product is [CH3:9][C@H:10]1[CH2:15][N:14]([CH2:7][C:3]2[CH:2]=[N:1][CH:6]=[CH:5][CH:4]=2)[C@H:13]([CH3:16])[CH2:12][N:11]1[C:17]1[CH:18]=[CH:19][C:20]2[N:21]([C:23]([C:26]([F:29])([F:28])[F:27])=[N:24][N:25]=2)[N:22]=1. The yield is 0.840. (5) The reactants are [F:1][C:2]1[CH:7]=[CH:6][C:5]([NH:8][C:9]([C:11]2([C:14]([NH:16][C:17]3[CH:22]=[CH:21][C:20]([OH:23])=[C:19]([F:24])[CH:18]=3)=[O:15])[CH2:13][CH2:12]2)=[O:10])=[CH:4][CH:3]=1.[CH2:25]([O:32][C:33]1[CH:42]=[C:41]2[C:36]([C:37](OS(C(F)(F)F)(=O)=O)=[CH:38][CH:39]=[N:40]2)=[CH:35][C:34]=1[O:51][CH3:52])[C:26]1[CH:31]=[CH:30][CH:29]=[CH:28][CH:27]=1.N1C(C)=CC=CC=1C. No catalyst specified. The product is [F:1][C:2]1[CH:3]=[CH:4][C:5]([NH:8][C:9]([C:11]2([C:14]([NH:16][C:17]3[CH:22]=[CH:21][C:20]([O:23][C:37]4[C:36]5[C:41](=[CH:42][C:33]([O:32][CH2:25][C:26]6[CH:31]=[CH:30][CH:29]=[CH:28][CH:27]=6)=[C:34]([O:51][CH3:52])[CH:35]=5)[N:40]=[CH:39][CH:38]=4)=[C:19]([F:24])[CH:18]=3)=[O:15])[CH2:13][CH2:12]2)=[O:10])=[CH:6][CH:7]=1. The yield is 0.480.